Binary Classification. Given a miRNA mature sequence and a target amino acid sequence, predict their likelihood of interaction. From a dataset of Experimentally validated miRNA-target interactions with 360,000+ pairs, plus equal number of negative samples. The miRNA is hsa-miR-331-3p with sequence GCCCCUGGGCCUAUCCUAGAA. The protein sequence of the target gene is MATAAGATYFQRGSLFWFTVITLSFGYYTWVVFWPQSIPYQNLGPLGPFTQYLVDHHHTLLCNGYWLAWLIHVGESLYAIVLCKHKGITSGRAQLLWFLQTFFFGIASLTILIAYKRKRQKQT. Result: 1 (interaction).